This data is from Forward reaction prediction with 1.9M reactions from USPTO patents (1976-2016). The task is: Predict the product of the given reaction. (1) Given the reactants C(N(CC)CC)C.Br[CH:9]([OH:11])[CH3:10].[Br:12][C:13]1[CH:14]=[C:15]([NH2:20])[CH:16]=[CH:17][C:18]=1[CH3:19].O, predict the reaction product. The product is: [Br:12][C:13]1[CH:14]=[C:15]([NH:20][CH2:10][CH2:9][OH:11])[CH:16]=[CH:17][C:18]=1[CH3:19]. (2) Given the reactants [Cl:1][C:2]1[C:3]([C:30]2[C:38]3[C:33](=[CH:34][CH:35]=[CH:36][CH:37]=3)[N:32]([S:39]([C:42]3[CH:47]=[CH:46][CH:45]=[CH:44][CH:43]=3)(=[O:41])=[O:40])[CH:31]=2)=[N:4][C:5]([NH:8][C@@H:9]2[CH2:13][CH2:12][N:11]([C:14]([C:16]3[CH:21]=[CH:20][C:19]([NH:22]C(=O)OC(C)(C)C)=[CH:18][CH:17]=3)=[O:15])[CH2:10]2)=[N:6][CH:7]=1.C(O)(C(F)(F)F)=O, predict the reaction product. The product is: [NH2:22][C:19]1[CH:20]=[CH:21][C:16]([C:14]([N:11]2[CH2:12][CH2:13][C@@H:9]([NH:8][C:5]3[N:4]=[C:3]([C:30]4[C:38]5[C:33](=[CH:34][CH:35]=[CH:36][CH:37]=5)[N:32]([S:39]([C:42]5[CH:43]=[CH:44][CH:45]=[CH:46][CH:47]=5)(=[O:40])=[O:41])[CH:31]=4)[C:2]([Cl:1])=[CH:7][N:6]=3)[CH2:10]2)=[O:15])=[CH:17][CH:18]=1. (3) Given the reactants [Cl-:1].[CH2:2]([O:9][CH2:10][CH2:11][CH:12]1[CH2:17][CH2:16][CH:15]([C@H:18]2[CH2:22][CH2:21][CH2:20][N:19]2[C:23]2[C:32]([CH2:33]O)=[CH:31][C:30]3[C:25](=[CH:26][C:27]([F:36])=[C:28]([F:35])[CH:29]=3)[N:24]=2)[CH2:14][CH2:13]1)[C:3]1[CH:8]=[CH:7][CH:6]=[CH:5][CH:4]=1.C(N(CC)C(C)C)(C)C.O, predict the reaction product. The product is: [CH2:2]([O:9][CH2:10][CH2:11][CH:12]1[CH2:17][CH2:16][CH:15]([C@H:18]2[CH2:22][CH2:21][CH2:20][N:19]2[C:23]2[C:32]([CH2:33][Cl:1])=[CH:31][C:30]3[C:25](=[CH:26][C:27]([F:36])=[C:28]([F:35])[CH:29]=3)[N:24]=2)[CH2:14][CH2:13]1)[C:3]1[CH:8]=[CH:7][CH:6]=[CH:5][CH:4]=1. (4) The product is: [F:1][C:2]1[CH:10]=[C:9]2[C:5]([C:6]([CH3:11])=[N:7][NH:8]2)=[CH:4][C:3]=1/[CH:12]=[C:22](/[C:21]([C:18]1[CH:17]=[CH:16][C:15]([F:14])=[CH:20][CH:19]=1)=[O:25])\[C:23]#[N:24]. Given the reactants [F:1][C:2]1[CH:10]=[C:9]2[C:5]([C:6]([CH3:11])=[N:7][NH:8]2)=[CH:4][C:3]=1[CH:12]=O.[F:14][C:15]1[CH:20]=[CH:19][C:18]([C:21](=[O:25])[CH2:22][C:23]#[N:24])=[CH:17][CH:16]=1, predict the reaction product. (5) Given the reactants [Cl:1][C:2]1[CH:7]=[CH:6][C:5]([C@H:8]2[N:15]3[C:11]([S:12][C:13]([C:19]([N:21]4[C@H:28]([CH3:29])[CH2:27][CH2:26][C@H:22]4[C:23](O)=[O:24])=[O:20])=[C:14]3[CH:16]([CH3:18])[CH3:17])=[N:10][C@:9]2([C:31]2[CH:36]=[CH:35][C:34]([Cl:37])=[CH:33][CH:32]=2)[CH3:30])=[CH:4][CH:3]=1.[CH3:38][N:39]1[CH2:44][CH2:43][NH:42][CH2:41][C@H:40]1[CH2:45][OH:46], predict the reaction product. The product is: [Cl:1][C:2]1[CH:3]=[CH:4][C:5]([C@H:8]2[N:15]3[C:11]([S:12][C:13]([C:19]([N:21]4[C@H:28]([CH3:29])[CH2:27][CH2:26][C@H:22]4[C:23]([N:42]4[CH2:43][CH2:44][N:39]([CH3:38])[C@H:40]([CH2:45][OH:46])[CH2:41]4)=[O:24])=[O:20])=[C:14]3[CH:16]([CH3:18])[CH3:17])=[N:10][C@:9]2([C:31]2[CH:32]=[CH:33][C:34]([Cl:37])=[CH:35][CH:36]=2)[CH3:30])=[CH:6][CH:7]=1.